This data is from Catalyst prediction with 721,799 reactions and 888 catalyst types from USPTO. The task is: Predict which catalyst facilitates the given reaction. (1) Reactant: [Cl:1][C:2]1[CH:7]=[CH:6][C:5](/[CH:8]=[CH:9]/[C:10]([N:12]2[CH2:17][CH2:16][C:15]([CH2:19][N:20]3[CH:24]=[C:23]([C:25](O)=[O:26])[CH:22]=[N:21]3)([OH:18])[CH2:14][CH2:13]2)=[O:11])=[C:4]([CH2:28][N:29]2[N:33]=[N:32][C:31]([CH3:34])=[N:30]2)[CH:3]=1.[NH:35]1[CH2:40][CH2:39][CH2:38][CH2:37][CH2:36]1.CCN(C(C)C)C(C)C.C(P1(=O)OP(CCC)(=O)OP(CCC)(=O)O1)CC. Product: [Cl:1][C:2]1[CH:7]=[CH:6][C:5](/[CH:8]=[CH:9]/[C:10]([N:12]2[CH2:13][CH2:14][C:15]([OH:18])([CH2:19][N:20]3[CH:24]=[C:23]([C:25]([N:35]4[CH2:40][CH2:39][CH2:38][CH2:37][CH2:36]4)=[O:26])[CH:22]=[N:21]3)[CH2:16][CH2:17]2)=[O:11])=[C:4]([CH2:28][N:29]2[N:33]=[N:32][C:31]([CH3:34])=[N:30]2)[CH:3]=1. The catalyst class is: 3. (2) Reactant: Cl[C:2]1[C:7]([C:8]#[N:9])=[CH:6][N:5]=[C:4]2[N:10]([CH2:13][O:14][CH2:15][CH2:16][Si:17]([CH3:20])([CH3:19])[CH3:18])[CH:11]=[CH:12][C:3]=12.[CH2:21]([N:28]1[CH2:32][CH2:31][CH:30]([NH2:33])[CH2:29]1)[C:22]1[CH:27]=[CH:26][CH:25]=[CH:24][CH:23]=1.C(N(CC)C(C)C)(C)C. Product: [CH2:21]([N:28]1[CH2:32][CH2:31][CH:30]([NH:33][C:2]2[C:7]([C:8]#[N:9])=[CH:6][N:5]=[C:4]3[N:10]([CH2:13][O:14][CH2:15][CH2:16][Si:17]([CH3:20])([CH3:19])[CH3:18])[CH:11]=[CH:12][C:3]=23)[CH2:29]1)[C:22]1[CH:23]=[CH:24][CH:25]=[CH:26][CH:27]=1. The catalyst class is: 25.